From a dataset of Catalyst prediction with 721,799 reactions and 888 catalyst types from USPTO. Predict which catalyst facilitates the given reaction. (1) Reactant: [C:1]1([CH2:7][CH2:8][CH2:9][N:10]2[CH2:15][CH2:14][CH2:13][C@@H:12]([NH:16]C(=O)OC(C)(C)C)[CH2:11]2)[CH:6]=[CH:5][CH:4]=[CH:3][CH:2]=1.Cl.CCOC(C)=O. Product: [C:1]1([CH2:7][CH2:8][CH2:9][N:10]2[CH2:15][CH2:14][CH2:13][C@@H:12]([NH2:16])[CH2:11]2)[CH:2]=[CH:3][CH:4]=[CH:5][CH:6]=1. The catalyst class is: 25. (2) Reactant: Cl[C:2]1[CH:10]=[CH:9][C:8]2[N:7]([CH:11]=[C:12]([C:14]3[CH:19]=[CH:18][N:17]=[CH:16][CH:15]=3)[CH3:13])[C:6]3[CH2:20][CH2:21][N:22]([CH3:24])[CH2:23][C:5]=3[C:4]=2[CH:3]=1.CC(C)([O-])C.[Na+].[CH:31]1([NH2:35])[CH2:34][CH2:33][CH2:32]1. Product: [CH:31]1([NH:35][C:2]2[CH:10]=[CH:9][C:8]3[N:7](/[CH:11]=[C:12](/[C:14]4[CH:19]=[CH:18][N:17]=[CH:16][CH:15]=4)\[CH3:13])[C:6]4[CH2:20][CH2:21][N:22]([CH3:24])[CH2:23][C:5]=4[C:4]=3[CH:3]=2)[CH2:34][CH2:33][CH2:32]1. The catalyst class is: 167. (3) Reactant: I[C:2]1[NH:6][C:5]([C@@H:7]2[CH2:11][C@H:10]([CH3:12])[CH2:9][N:8]2[C:13]([O:15][C:16]([CH3:19])([CH3:18])[CH3:17])=[O:14])=[N:4][C:3]=1[CH3:20].CO.[Br:23][C:24]1[CH:29]=[CH:28][C:27]([C:30]2[CH:35]=[CH:34][C:33](B(O)O)=[CH:32][CH:31]=2)=[CH:26][CH:25]=1.[O-]P([O-])([O-])=O.[K+].[K+].[K+]. Product: [Br:23][C:24]1[CH:25]=[CH:26][C:27]([C:30]2[CH:35]=[CH:34][C:33]([C:2]3[NH:6][C:5]([C@@H:7]4[CH2:11][C@H:10]([CH3:12])[CH2:9][N:8]4[C:13]([O:15][C:16]([CH3:19])([CH3:18])[CH3:17])=[O:14])=[N:4][C:3]=3[CH3:20])=[CH:32][CH:31]=2)=[CH:28][CH:29]=1. The catalyst class is: 109. (4) Reactant: CN(C)[CH:3]=[O:4].P(Cl)(Cl)(Cl)=O.[CH2:11]([N:13]1[C:25]2[CH:24]=[CH:23][CH:22]=[CH:21][C:20]=2[C:19]2[C:14]1=[CH:15][CH:16]=[CH:17][CH:18]=2)[CH3:12].[C:26]([O-])(=[O:28])C.[Na+]. Product: [CH2:11]([N:13]1[C:25]2[CH:24]=[CH:23][C:22]([CH:26]=[O:28])=[CH:21][C:20]=2[C:19]2[C:14]1=[CH:15][CH:16]=[C:17]([CH:3]=[O:4])[CH:18]=2)[CH3:12]. The catalyst class is: 6.